The task is: Binary Classification. Given a drug SMILES string, predict its activity (active/inactive) in a high-throughput screening assay against a specified biological target.. This data is from Choline transporter screen with 302,306 compounds. (1) The compound is O=C1NCCN(C1CC(=O)N(Cc1cn(nc1)C)CC)Cc1c(OC)c(OC)ccc1. The result is 0 (inactive). (2) The drug is S(c1n(CC)c(nn1)c1cccnc1)CC(=O)Nc1sc(nn1)CC. The result is 0 (inactive). (3) The compound is BrC=1C(=O)C(OC(=O)CCC(OC)=O)(C(=O)C=2C1C=C(OC2)c1ccc(OC)cc1)C. The result is 0 (inactive). (4) The drug is s1c(nnc1NC(=O)CC(=O)Nc1c(cccc1)C(O)=O)CC(C)C. The result is 0 (inactive). (5) The compound is Clc1c(S(=O)(=O)/N=C(/N)COc2nn(c3ccccc3)cn2)ccc(Cl)c1. The result is 0 (inactive).